From a dataset of Forward reaction prediction with 1.9M reactions from USPTO patents (1976-2016). Predict the product of the given reaction. (1) Given the reactants [Br:1][C:2]1[CH:10]=[C:9]2[C:5]([C:6](=O)[C:7](=[O:11])[NH:8]2)=[CH:4][C:3]=1[CH3:13].[CH:14]1[CH:19]=[C:18]2[C:20](/[C:22](/[NH:34][C:17]2=[CH:16][CH:15]=1)=C1\C2C=CC(Br)=CC=2NC\1=O)=[O:21], predict the reaction product. The product is: [CH3:13][C:3]1[CH:4]=[C:5]2/[C:6](/[C:7]([NH:8][C:9]2=[CH:10][C:2]=1[Br:1])=[O:11])=[C:22]1\[C:20]([C:18]2[C:17]([NH:34]\1)=[CH:16][CH:15]=[CH:14][CH:19]=2)=[O:21]. (2) Given the reactants Cl.Cl[C:3]1[N:8]=[CH:7][C:6]([CH2:9][O:10][C:11]2[CH:20]=[C:19]3[C:14]([C:15]([N:22]4[CH2:26][CH2:25][CH2:24][CH2:23]4)=[CH:16][C:17]([CH3:21])=[N:18]3)=[CH:13][CH:12]=2)=[CH:5][CH:4]=1.C1C=CC(P(C2C(C3C(P(C4C=CC=CC=4)C4C=CC=CC=4)=CC=C4C=3C=CC=C4)=C3C(C=CC=C3)=CC=2)C2C=CC=CC=2)=CC=1.[NH:73]1[CH2:77][CH2:76][CH2:75][CH2:74]1, predict the reaction product. The product is: [CH3:21][C:17]1[CH:16]=[C:15]([N:22]2[CH2:26][CH2:25][CH2:24][CH2:23]2)[C:14]2[C:19](=[CH:20][C:11]([O:10][CH2:9][C:6]3[CH:7]=[N:8][C:3]([N:73]4[CH2:77][CH2:76][CH2:75][CH2:74]4)=[CH:4][CH:5]=3)=[CH:12][CH:13]=2)[N:18]=1. (3) Given the reactants S=[C:2]1[CH2:6][S:5][C:4](=[O:7])[NH:3]1.[NH2:8][CH2:9][CH2:10][OH:11], predict the reaction product. The product is: [OH:11][CH2:10][CH2:9][NH:8][C:2]1[CH2:6][S:5][C:4](=[O:7])[N:3]=1. (4) Given the reactants C([O:3][C:4](=[O:35])[CH2:5][CH:6]1[O:10][B:9]([OH:11])[C:8]2[CH:12]=[C:13]([O:28][C:29]3[CH:34]=[N:33][CH:32]=[CH:31][N:30]=3)[CH:14]=[C:15]([O:16][CH2:17][CH2:18][CH2:19][NH:20][C:21]([O:23][C:24]([CH3:27])([CH3:26])[CH3:25])=[O:22])[C:7]1=2)C.[Li+].[OH-].Cl, predict the reaction product. The product is: [C:24]([O:23][C:21]([NH:20][CH2:19][CH2:18][CH2:17][O:16][C:15]1[C:7]2[CH:6]([CH2:5][C:4]([OH:35])=[O:3])[O:10][B:9]([OH:11])[C:8]=2[CH:12]=[C:13]([O:28][C:29]2[CH:34]=[N:33][CH:32]=[CH:31][N:30]=2)[CH:14]=1)=[O:22])([CH3:27])([CH3:25])[CH3:26]. (5) Given the reactants [CH3:1][O:2][C:3](=[O:39])[CH2:4][CH2:5][N:6]([C:23]1([C:28](=[O:38])[NH:29][O:30]CC2C=CC=CC=2)[CH2:27][CH2:26][CH2:25][CH2:24]1)[S:7]([C:10]1[CH:15]=[CH:14][C:13]([C:16]2[CH:21]=[CH:20][C:19]([F:22])=[CH:18][CH:17]=2)=[CH:12][CH:11]=1)(=[O:9])=[O:8], predict the reaction product. The product is: [CH3:1][O:2][C:3](=[O:39])[CH2:4][CH2:5][N:6]([S:7]([C:10]1[CH:11]=[CH:12][C:13]([C:16]2[CH:21]=[CH:20][C:19]([F:22])=[CH:18][CH:17]=2)=[CH:14][CH:15]=1)(=[O:9])=[O:8])[C:23]1([C:28](=[O:38])[NH:29][OH:30])[CH2:24][CH2:25][CH2:26][CH2:27]1.